Dataset: Hepatocyte clearance measurements from AstraZeneca. Task: Regression/Classification. Given a drug SMILES string, predict its absorption, distribution, metabolism, or excretion properties. Task type varies by dataset: regression for continuous measurements (e.g., permeability, clearance, half-life) or binary classification for categorical outcomes (e.g., BBB penetration, CYP inhibition). For this dataset (clearance_hepatocyte_az), we predict log10(clearance) (log10 of the in vitro intrinsic clearance, CLint, in uL/min per 10^6 hepatocytes; values are censored to the assay range of 3 to 150, which is 0.477 to 2.18 on this log10 scale). (1) The compound is CS(=O)(=O)C1(c2cc(N3CCOCC3)nc(-c3cccc4[nH]ncc34)n2)CC1. The log10(clearance) is 0.480. (2) The molecule is Cc1ccc(-c2cc(C(F)(F)F)nn2-c2ccc([S+](C)[O-])cc2)cc1. The log10(clearance) is 1.17. (3) The compound is C[C@@](C(=O)O[C@H]1C[N+]2(CCCc3ccncc3)CCC1CC2)(c1ccccc1)N1CCCCC1. The log10(clearance) is 1.91. (4) The log10(clearance) is 0.910. The molecule is N#Cc1cccc(-c2cccc(C(=O)O)c2)c1. (5) The molecule is CC(C)C[C@H](CO)Nc1nc(SCc2ccccc2)nc2nc(N)sc12. The log10(clearance) is 1.31. (6) The drug is CCNC(=O)OC1CCN(c2nncc3cc(OC)c(OC)cc23)CC1. The log10(clearance) is 1.81. (7) The compound is Nc1nc2ccc(F)cc2s1. The log10(clearance) is 0.760. (8) The compound is NCCCCN(Cc1nc2ccccc2[nH]1)C1CCCc2cccnc21. The log10(clearance) is 1.49. (9) The log10(clearance) is 1.02. The compound is O=C1NC(=O)C(=CC=Cc2ccccc2)S1. (10) The compound is O=c1[nH]c2c(O)ccc([C@@H](O)CNCCSCCCNCCc3ccccc3)c2s1. The log10(clearance) is 0.950.